This data is from Full USPTO retrosynthesis dataset with 1.9M reactions from patents (1976-2016). The task is: Predict the reactants needed to synthesize the given product. The reactants are: [N:1]1([C:7]([O:9][C:10]([CH3:13])([CH3:12])[CH3:11])=[O:8])[CH2:6][CH2:5][NH:4][CH2:3][CH2:2]1.[O:14]1[CH2:19][CH2:18][C:17](=O)[CH2:16][CH2:15]1.CO.[BH4-].[Na+]. Given the product [O:14]1[CH2:19][CH2:18][CH:17]([N:4]2[CH2:5][CH2:6][N:1]([C:7]([O:9][C:10]([CH3:13])([CH3:12])[CH3:11])=[O:8])[CH2:2][CH2:3]2)[CH2:16][CH2:15]1, predict the reactants needed to synthesize it.